From a dataset of Peptide-MHC class I binding affinity with 185,985 pairs from IEDB/IMGT. Regression. Given a peptide amino acid sequence and an MHC pseudo amino acid sequence, predict their binding affinity value. This is MHC class I binding data. (1) The peptide sequence is YMDDVVLGV. The MHC is HLA-A02:02 with pseudo-sequence HLA-A02:02. The binding affinity (normalized) is 0.583. (2) The peptide sequence is AILAGEHKC. The MHC is HLA-B18:01 with pseudo-sequence HLA-B18:01. The binding affinity (normalized) is 0.0847. (3) The peptide sequence is AYFPREGVF. The MHC is HLA-A29:02 with pseudo-sequence HLA-A29:02. The binding affinity (normalized) is 0.192. (4) The peptide sequence is FAEGVVAFL. The binding affinity (normalized) is 0.0847. The MHC is HLA-B27:03 with pseudo-sequence HLA-B27:03. (5) The peptide sequence is DTSASEIKDR. The MHC is HLA-A68:01 with pseudo-sequence HLA-A68:01. The binding affinity (normalized) is 0.735. (6) The MHC is HLA-B07:02 with pseudo-sequence HLA-B07:02. The peptide sequence is IVRQGIRQL. The binding affinity (normalized) is 0.674.